From a dataset of Full USPTO retrosynthesis dataset with 1.9M reactions from patents (1976-2016). Predict the reactants needed to synthesize the given product. (1) Given the product [Cl:1][C:2]1[CH:3]=[C:4]2[C:14](=[CH:15][CH:16]=1)[C:8]1([CH2:9][CH2:10][O:11][CH2:12][CH2:13]1)[C:7]([OH:17])=[C:6]([C:18](=[O:20])[CH2:29][CH2:28][CH:27]=[CH2:26])[C:5]2=[O:23], predict the reactants needed to synthesize it. The reactants are: [Cl:1][C:2]1[CH:3]=[C:4]2[C:14](=[CH:15][CH:16]=1)[C:8]1([CH2:13][CH2:12][O:11][CH2:10][CH2:9]1)[C:7]([OH:17])=[C:6]([C:18]([O:20]CC)=O)[C:5]2=[O:23].[H-].[Na+].[CH2:26]([Mg]Br)[CH2:27][CH:28]=[CH2:29]. (2) The reactants are: Br[C:2]1[C:3]([N:22]2[CH2:27][CH2:26][CH2:25][C@H:24]([OH:28])[CH2:23]2)=[N:4][CH:5]=[C:6]([CH:21]=1)[C:7]([NH:9][C:10]1[CH:15]=[CH:14][C:13]([O:16][C:17]([F:20])([F:19])[F:18])=[CH:12][CH:11]=1)=[O:8].[N:29]1[CH:34]=[CH:33][CH:32]=[C:31](B(O)O)[CH:30]=1. Given the product [OH:28][C@H:24]1[CH2:25][CH2:26][CH2:27][N:22]([C:3]2[C:2]([C:31]3[CH:30]=[N:29][CH:34]=[CH:33][CH:32]=3)=[CH:21][C:6]([C:7]([NH:9][C:10]3[CH:15]=[CH:14][C:13]([O:16][C:17]([F:20])([F:19])[F:18])=[CH:12][CH:11]=3)=[O:8])=[CH:5][N:4]=2)[CH2:23]1, predict the reactants needed to synthesize it. (3) Given the product [NH2:9][C@@H:10]1[CH2:15][CH2:14][C@H:13]([NH:16][C:17]2[CH:36]=[CH:35][C:34]([N+:37]([O-:39])=[O:38])=[CH:33][C:18]=2[C:19]([NH:21][CH2:22][C:23]2[CH:28]=[CH:27][C:26]([O:29][CH3:30])=[C:25]([O:31][CH3:32])[CH:24]=2)=[O:20])[CH2:12][CH2:11]1, predict the reactants needed to synthesize it. The reactants are: Cl.C(OC([NH:9][C@@H:10]1[CH2:15][CH2:14][C@H:13]([NH:16][C:17]2[CH:36]=[CH:35][C:34]([N+:37]([O-:39])=[O:38])=[CH:33][C:18]=2[C:19]([NH:21][CH2:22][C:23]2[CH:28]=[CH:27][C:26]([O:29][CH3:30])=[C:25]([O:31][CH3:32])[CH:24]=2)=[O:20])[CH2:12][CH2:11]1)=O)(C)(C)C. (4) Given the product [Br:18][C:12]1[C:11]2[CH:10]=[CH:9][CH:8]=[C:7]([CH2:6][C:5]3[CH:4]=[CH:3][C:2]([CH3:1])=[CH:17][CH:16]=3)[C:15]=2[S:14][CH:13]=1, predict the reactants needed to synthesize it. The reactants are: [CH3:1][C:2]1[CH:17]=[CH:16][C:5]([CH2:6][C:7]2[C:15]3[S:14][CH:13]=[CH:12][C:11]=3[CH:10]=[CH:9][CH:8]=2)=[CH:4][CH:3]=1.[Br:18]N1C(=O)CCC1=O.